This data is from Full USPTO retrosynthesis dataset with 1.9M reactions from patents (1976-2016). The task is: Predict the reactants needed to synthesize the given product. (1) Given the product [CH2:9]([NH:12][C:13]([C:15]1([S:18]([NH2:21])(=[O:19])=[O:20])[CH2:17][CH2:16]1)=[O:14])[CH2:10][CH3:11], predict the reactants needed to synthesize it. The reactants are: C(NC(=O)O)(C)(C)C.[CH2:9]([NH:12][C:13]([C:15]1([S:18]([NH2:21])(=[O:20])=[O:19])[CH2:17][CH2:16]1)=[O:14])[CH2:10][CH3:11].COCC1(S(N)(=O)=O)CC1. (2) The reactants are: [OH:1][CH:2]([C:4]1[CH:13]=[CH:12][CH:11]=[C:10]2[C:5]=1[CH2:6][CH2:7][N:8]1[C:18](=[O:19])[CH2:17][N:16]=[C:15]([C:20]3[CH:24]=[CH:23][N:22]([CH3:25])[N:21]=3)[CH:14]=[C:9]12)[CH3:3].[BH4-].[Na+].[CH2:28]1COCC1. Given the product [CH3:28][O:1][CH:2]([C:4]1[CH:13]=[CH:12][CH:11]=[C:10]2[C:5]=1[CH2:6][CH2:7][N:8]1[C:18](=[O:19])[CH2:17][N:16]=[C:15]([C:20]3[CH:24]=[CH:23][N:22]([CH3:25])[N:21]=3)[CH:14]=[C:9]12)[CH3:3], predict the reactants needed to synthesize it. (3) Given the product [OH:13][N:12]=[C:1]([C:3]1[CH:11]=[CH:10][C:6]([C:7]([OH:9])=[O:8])=[CH:5][N:4]=1)[NH2:2], predict the reactants needed to synthesize it. The reactants are: [C:1]([C:3]1[CH:11]=[CH:10][C:6]([C:7]([OH:9])=[O:8])=[CH:5][N:4]=1)#[N:2].[NH2:12][OH:13].